Dataset: Full USPTO retrosynthesis dataset with 1.9M reactions from patents (1976-2016). Task: Predict the reactants needed to synthesize the given product. (1) Given the product [C:7]1([NH:6][S:2]([Cl:1])(=[O:5])=[O:3])[CH:12]=[CH:11][CH:10]=[CH:9][CH:8]=1, predict the reactants needed to synthesize it. The reactants are: [Cl:1][S:2]([OH:5])(=O)=[O:3].[NH2:6][C:7]1[CH:12]=[CH:11][CH:10]=[CH:9][CH:8]=1. (2) The reactants are: [C:1]1([C:7]2[N:24]=[C:23](Cl)[C:22]3[C:9](=[CH:10][C:11]4[C:20]([CH:21]=3)=[CH:19][C:18]3[C:13](=[C:14](Cl)[N:15]=[C:16]([C:26]5[CH:31]=[CH:30][CH:29]=[CH:28][CH:27]=5)[CH:17]=3)[CH:12]=4)[CH:8]=2)[CH:6]=[CH:5][CH:4]=[CH:3][CH:2]=1.[C:33]1([Mg]Br)[CH:38]=[CH:37][CH:36]=[CH:35][CH:34]=1. Given the product [C:1]1([C:7]2[N:24]=[C:23]([C:33]3[CH:38]=[CH:37][CH:36]=[CH:35][CH:34]=3)[C:22]3[C:9](=[CH:10][C:11]4[C:20]([CH:21]=3)=[CH:19][C:18]3[C:13](=[C:14]([C:1]5[CH:6]=[CH:5][CH:4]=[CH:3][CH:2]=5)[N:15]=[C:16]([C:26]5[CH:31]=[CH:30][CH:29]=[CH:28][CH:27]=5)[CH:17]=3)[CH:12]=4)[CH:8]=2)[CH:6]=[CH:5][CH:4]=[CH:3][CH:2]=1, predict the reactants needed to synthesize it.